This data is from Forward reaction prediction with 1.9M reactions from USPTO patents (1976-2016). The task is: Predict the product of the given reaction. (1) Given the reactants [C:1](=[S:4])([S-:3])[NH2:2].[NH4+].Br[CH2:7][CH2:8][C:9]([F:13])=[C:10]([F:12])[F:11], predict the reaction product. The product is: [C:1](=[S:3])([S:4][CH2:7][CH2:8][C:9]([F:13])=[C:10]([F:12])[F:11])[NH2:2]. (2) Given the reactants [I:1][C:2]1C(C)(C)[O:4][C:5]2[C:10]([CH:11]=1)=CC=CC=2C(O)=O.[NH2:17][C@@H:18]([CH2:29][OH:30])[CH2:19][C:20]1[C:28]2[C:23](=[CH:24][CH:25]=[CH:26][CH:27]=2)[NH:22][CH:21]=1.[CH2:31](Cl)CCl.[CH:35]1[CH:36]=[CH:37][C:38]2N(O)N=N[C:39]=2[CH:40]=1.CN([CH:48]=[O:49])C, predict the reaction product. The product is: [OH:30][CH2:29][C@H:18]([NH:17][C:5]([C:10]1[CH:11]=[C:2]([I:1])[CH:35]=[C:36]2[C:48]=1[O:49][C:39]([CH3:40])([CH3:31])[CH:38]=[CH:37]2)=[O:4])[CH2:19][C:20]1[C:28]2[C:23](=[CH:24][CH:25]=[CH:26][CH:27]=2)[NH:22][CH:21]=1. (3) Given the reactants [CH:1]1([CH2:4][NH:5][C:6](=[O:23])[C:7]2[CH:12]=[CH:11][C:10]([CH3:13])=[C:9](B3OC(C)(C)C(C)(C)O3)[CH:8]=2)[CH2:3][CH2:2]1.C(=O)([O-])[O-].[Na+].[Na+].Br[C:31]1[CH:45]=[CH:44][C:34]2[C:35]([CH:38]3[CH2:43][CH2:42][NH:41][CH2:40][CH2:39]3)=[N:36][O:37][C:33]=2[CH:32]=1, predict the reaction product. The product is: [CH:1]1([CH2:4][NH:5][C:6](=[O:23])[C:7]2[CH:12]=[CH:11][C:10]([CH3:13])=[C:9]([C:31]3[CH:45]=[CH:44][C:34]4[C:35]([CH:38]5[CH2:39][CH2:40][NH:41][CH2:42][CH2:43]5)=[N:36][O:37][C:33]=4[CH:32]=3)[CH:8]=2)[CH2:2][CH2:3]1. (4) Given the reactants [NH:1]1[CH2:6][CH2:5][CH2:4][CH:3]([C:7]([O:9][CH2:10][CH3:11])=[O:8])[CH2:2]1.[CH3:12][C:13]([O:16][C:17](O[C:17]([O:16][C:13]([CH3:15])([CH3:14])[CH3:12])=[O:18])=[O:18])([CH3:15])[CH3:14], predict the reaction product. The product is: [N:1]1([C:17]([O:16][C:13]([CH3:15])([CH3:14])[CH3:12])=[O:18])[CH2:6][CH2:5][CH2:4][CH:3]([C:7]([O:9][CH2:10][CH3:11])=[O:8])[CH2:2]1. (5) Given the reactants Cl.[NH2:2][CH:3]([CH:7]([C:15]1[CH:20]=[CH:19][C:18]([F:21])=[CH:17][CH:16]=1)[C:8]1[CH:13]=[CH:12][C:11]([F:14])=[CH:10][CH:9]=1)[C:4]([OH:6])=[O:5].[OH-].[Na+].[C:24]1([CH2:30][C:31](Cl)=[O:32])[CH:29]=[CH:28][CH:27]=[CH:26][CH:25]=1.Cl, predict the reaction product. The product is: [C:24]1([CH2:30][C:31]([NH:2][CH:3]([CH:7]([C:8]2[CH:9]=[CH:10][C:11]([F:14])=[CH:12][CH:13]=2)[C:15]2[CH:16]=[CH:17][C:18]([F:21])=[CH:19][CH:20]=2)[C:4]([OH:6])=[O:5])=[O:32])[CH:29]=[CH:28][CH:27]=[CH:26][CH:25]=1. (6) Given the reactants Cl[C:2]1[N:7]=[C:6]2[NH:8][N:9]=[C:10]([C:11]3[CH:16]=[CH:15][N:14]=[C:13]([S:17][CH3:18])[N:12]=3)[C:5]2=[CH:4][N:3]=1.[CH3:19][N:20]([CH3:24])[CH2:21][CH2:22][NH2:23].C(N(CC)CC)C, predict the reaction product. The product is: [CH3:19][N:20]([CH3:24])[CH2:21][CH2:22][NH:23][C:2]1[N:7]=[C:6]2[NH:8][N:9]=[C:10]([C:11]3[CH:16]=[CH:15][N:14]=[C:13]([S:17][CH3:18])[N:12]=3)[C:5]2=[CH:4][N:3]=1. (7) Given the reactants [Cl:1][C:2]1[CH:7]=[CH:6][C:5]([S:8]([C:11]2([C:28]3[CH:33]=[C:32]([F:34])[CH:31]=[CH:30][C:29]=3[F:35])[CH2:16][CH2:15][CH:14]([O:17][S:18]([NH:21][CH2:22][CH2:23][O:24]C(=O)C)(=[O:20])=[O:19])[CH2:13][CH2:12]2)(=[O:10])=[O:9])=[CH:4][CH:3]=1.[OH-].[Li+].C(OCC)(=O)C, predict the reaction product. The product is: [Cl:1][C:2]1[CH:7]=[CH:6][C:5]([S:8]([C:11]2([C:28]3[CH:33]=[C:32]([F:34])[CH:31]=[CH:30][C:29]=3[F:35])[CH2:12][CH2:13][CH:14]([O:17][S:18](=[O:19])(=[O:20])[NH:21][CH2:22][CH2:23][OH:24])[CH2:15][CH2:16]2)(=[O:10])=[O:9])=[CH:4][CH:3]=1. (8) Given the reactants [NH:1]1[CH2:5][CH2:4][CH2:3][C@H:2]1[C:6]1[NH:10][C:9]2[CH:11]=[C:12]([C:15]3[CH:24]=[CH:23][C:22]4[C:17](=[CH:18][CH:19]=[C:20]([C:25]5[CH:26]=[CH:27][C:28]6[N:32]=[C:31]([C@@H:33]7[CH2:37][CH2:36][CH2:35][NH:34]7)[NH:30][C:29]=6[CH:38]=5)[CH:21]=4)[CH:16]=3)[CH:13]=[CH:14][C:8]=2[N:7]=1.C(N(CC)CC)C.[C:46](O[C:46]([O:48][C:49]([CH3:52])([CH3:51])[CH3:50])=[O:47])([O:48][C:49]([CH3:52])([CH3:51])[CH3:50])=[O:47], predict the reaction product. The product is: [NH:34]1[CH2:35][CH2:36][CH2:37][C@H:33]1[C:31]1[NH:32][C:28]2[CH:27]=[CH:26][C:25]([C:20]3[CH:21]=[C:22]4[C:17](=[CH:18][CH:19]=3)[CH:16]=[C:15]([C:12]3[CH:13]=[CH:14][C:8]5[NH:7][C:6]([C@@H:2]6[CH2:3][CH2:4][CH2:5][N:1]6[C:46]([O:48][C:49]([CH3:52])([CH3:51])[CH3:50])=[O:47])=[N:10][C:9]=5[CH:11]=3)[CH:24]=[CH:23]4)=[CH:38][C:29]=2[N:30]=1. (9) Given the reactants [CH2:1]([O:3][C:4]1([C:7]2[CH:12]=[CH:11][C:10]([OH:13])=[CH:9][C:8]=2[C:14]([CH3:17])([CH3:16])[CH3:15])[CH2:6][CH2:5]1)[CH3:2].[F:18][C:19]([F:39])([F:38])[S:20](N(C1C=CC(Cl)=CN=1)[S:20]([C:19]([F:39])([F:38])[F:18])(=[O:22])=[O:21])(=[O:22])=[O:21].C(N(CC)CC)C, predict the reaction product. The product is: [F:18][C:19]([F:39])([F:38])[S:20]([O:13][C:10]1[CH:11]=[CH:12][C:7]([C:4]2([O:3][CH2:1][CH3:2])[CH2:6][CH2:5]2)=[C:8]([C:14]([CH3:16])([CH3:15])[CH3:17])[CH:9]=1)(=[O:22])=[O:21].